Dataset: Forward reaction prediction with 1.9M reactions from USPTO patents (1976-2016). Task: Predict the product of the given reaction. (1) The product is: [CH2:17]([O:16][C:14]([C:5]1[CH:4]=[C:3]([CH2:2][Br:20])[CH:8]=[C:7]([C:9]([O:11][CH2:12][CH3:13])=[O:10])[CH:6]=1)=[O:15])[CH3:18]. Given the reactants O[CH2:2][C:3]1[CH:4]=[C:5]([C:14]([O:16][CH2:17][CH3:18])=[O:15])[CH:6]=[C:7]([C:9]([O:11][CH2:12][CH3:13])=[O:10])[CH:8]=1.C(Br)(Br)(Br)[Br:20].C1(P(C2C=CC=CC=2)C2C=CC=CC=2)C=CC=CC=1, predict the reaction product. (2) Given the reactants Cl[C:2]1[N:7]=[C:6]([C:8]2[N:12]3[CH:13]=[CH:14][CH:15]=[CH:16][C:11]3=[N:10][CH:9]=2)[C:5]([Cl:17])=[CH:4][N:3]=1.[NH2:18][C:19]1[CH:24]=[CH:23][C:22]([CH2:25][C:26]([OH:28])=[O:27])=[CH:21][C:20]=1[O:29][CH3:30].O.CC1C=CC(S(O)(=O)=O)=CC=1, predict the reaction product. The product is: [Cl:17][C:5]1[C:6]([C:8]2[N:12]3[CH:13]=[CH:14][CH:15]=[CH:16][C:11]3=[N:10][CH:9]=2)=[N:7][C:2]([NH:18][C:19]2[CH:24]=[CH:23][C:22]([CH2:25][C:26]([OH:28])=[O:27])=[CH:21][C:20]=2[O:29][CH3:30])=[N:3][CH:4]=1. (3) Given the reactants [C:1]1([C:11](Cl)=[O:12])[C:10]2[C:5](=[CH:6][CH:7]=[CH:8][CH:9]=2)[CH:4]=[CH:3][CH:2]=1.[NH2:14][C:15]1[CH:23]=[CH:22][C:21]([Cl:24])=[CH:20][C:16]=1[C:17](O)=[O:18].C(N(C(C)C)CC)(C)C.CN(C(ON1N=NC2C=CC=NC1=2)=[N+](C)C)C.F[P-](F)(F)(F)(F)F, predict the reaction product. The product is: [Cl:24][C:21]1[CH:22]=[CH:23][C:15]2[N:14]=[C:11]([C:1]3[C:10]4[C:5](=[CH:6][CH:7]=[CH:8][CH:9]=4)[CH:4]=[CH:3][CH:2]=3)[O:12][C:17](=[O:18])[C:16]=2[CH:20]=1. (4) Given the reactants C([O:8][C:9]1[CH:10]=[N:11][C:12]([NH:15][CH3:16])=[N:13][CH:14]=1)C1C=CC=CC=1, predict the reaction product. The product is: [CH3:16][NH:15][C:12]1[N:13]=[CH:14][C:9]([OH:8])=[CH:10][N:11]=1. (5) The product is: [NH2:12][C:10]1[S:11][C:7]([C:5]2[CH:4]=[CH:3][N:37]=[C:35]([NH:34][C:30]3[CH:31]=[CH:32][CH:33]=[C:28]([S:25]([N:19]4[CH2:24][CH2:23][O:22][CH2:21][CH2:20]4)(=[O:26])=[O:27])[CH:29]=3)[N:36]=2)=[C:8]([CH3:17])[N:9]=1. Given the reactants CN(C)[CH:3]=[CH:4][C:5]([C:7]1[S:11][C:10]([N:12]=CN(C)C)=[N:9][C:8]=1[CH3:17])=O.[N:19]1([S:25]([C:28]2[CH:29]=[C:30]([NH:34][C:35]([NH2:37])=[NH:36])[CH:31]=[CH:32][CH:33]=2)(=[O:27])=[O:26])[CH2:24][CH2:23][O:22][CH2:21][CH2:20]1, predict the reaction product. (6) Given the reactants [OH:1][C:2]1[CH:11]=[C:10]([CH3:12])[C:9]2[C:4](=[CH:5][CH:6]=[CH:7][CH:8]=2)[C:3]=1[CH2:13][N:14]1[CH2:19][CH2:18][CH:17]([C:20]([O:22][CH2:23][CH3:24])=[O:21])[CH2:16][CH2:15]1.[CH:25]1(O)[CH2:30][CH2:29][CH2:28][CH2:27][CH2:26]1.C1C=CC(P(C2C=CC=CC=2)C2C=CC=CC=2)=CC=1.CC(OC(/N=N/C(OC(C)C)=O)=O)C, predict the reaction product. The product is: [CH:25]1([O:1][C:2]2[CH:11]=[C:10]([CH3:12])[C:9]3[C:4](=[CH:5][CH:6]=[CH:7][CH:8]=3)[C:3]=2[CH2:13][N:14]2[CH2:19][CH2:18][CH:17]([C:20]([O:22][CH2:23][CH3:24])=[O:21])[CH2:16][CH2:15]2)[CH2:30][CH2:29][CH2:28][CH2:27][CH2:26]1. (7) Given the reactants C([Mg]Cl)(C)C.Br[C:7]1[CH:8]=[C:9]([F:14])[CH:10]=[C:11]([Br:13])[CH:12]=1.C1C[O:18][CH2:17]C1, predict the reaction product. The product is: [Br:13][C:11]1[CH:12]=[C:7]([CH:8]=[C:9]([F:14])[CH:10]=1)[CH:17]=[O:18]. (8) Given the reactants [CH3:1][O:2][C:3]1[CH:8]=[C:7]([C:9]([F:12])([F:11])[F:10])[CH:6]=[CH:5][C:4]=1[C:13]1[C:22]2[C:17](=[CH:18][C:19]([S:23]([N:26]([CH2:32][C:33]3[CH:38]=[CH:37][C:36]([O:39][CH3:40])=[CH:35][CH:34]=3)[C:27]3[S:28][CH:29]=[CH:30][N:31]=3)(=[O:25])=[O:24])=[CH:20][CH:21]=2)[N:16]=[CH:15][C:14]=1[N+:41]([O-])=O.C(O)(=O)C, predict the reaction product. The product is: [NH2:41][C:14]1[CH:15]=[N:16][C:17]2[C:22]([C:13]=1[C:4]1[CH:5]=[CH:6][C:7]([C:9]([F:10])([F:11])[F:12])=[CH:8][C:3]=1[O:2][CH3:1])=[CH:21][CH:20]=[C:19]([S:23]([N:26]([CH2:32][C:33]1[CH:34]=[CH:35][C:36]([O:39][CH3:40])=[CH:37][CH:38]=1)[C:27]1[S:28][CH:29]=[CH:30][N:31]=1)(=[O:24])=[O:25])[CH:18]=2. (9) The product is: [C:11]([O:10][C:8]([C@H:6]1[CH2:7][C@H:5]1[C:3]([OH:4])=[O:2])=[O:9])([CH3:14])([CH3:12])[CH3:13]. Given the reactants C[O:2][C:3]([C@H:5]1[CH2:7][C@H:6]1[C:8]([O:10][C:11]([CH3:14])([CH3:13])[CH3:12])=[O:9])=[O:4].[OH-].[K+], predict the reaction product.